Dataset: Experimentally validated miRNA-target interactions with 360,000+ pairs, plus equal number of negative samples. Task: Binary Classification. Given a miRNA mature sequence and a target amino acid sequence, predict their likelihood of interaction. The protein sequence of the target gene is MLPLTEENKHVAQLLFSSGTCPRCILRFCGVDLPAPYKHPSKELLNELQKFLEPEKPELILEAPNPPLKKIRLHEDGIDNLSEDGKEGVSVTEDESMAEKPSKLRVCNVCLGILQEFCEKGFITKVCQKVEASGFEFTSVVLSVSFPPQLSVREHAAWLLVKQEMGKQSLSLGRNDVVQLKEAYKWITHPLFSEELGVPTDGKSLFEVSVVFAHPETAEDCHFLGEVCRDCFKPAKNKQSVFTRMAVLKALSKIKEEDFLGQFPCPPNSPKTVCTVLEVECTHGAVFVAGRYNKYSRNLP.... The miRNA is hsa-miR-450b-5p with sequence UUUUGCAAUAUGUUCCUGAAUA. Result: 0 (no interaction).